The task is: Regression/Classification. Given a drug SMILES string, predict its absorption, distribution, metabolism, or excretion properties. Task type varies by dataset: regression for continuous measurements (e.g., permeability, clearance, half-life) or binary classification for categorical outcomes (e.g., BBB penetration, CYP inhibition). Dataset: cyp2c9_veith.. This data is from CYP2C9 inhibition data for predicting drug metabolism from PubChem BioAssay. The molecule is COc1ccc(N2CCN(C(=N)/C(C(C)=O)=C(\C)O)CC2)cc1. The result is 0 (non-inhibitor).